This data is from Forward reaction prediction with 1.9M reactions from USPTO patents (1976-2016). The task is: Predict the product of the given reaction. (1) Given the reactants C(OC(=O)[NH:7][CH2:8][CH2:9][NH:10][C:11]1[CH:12]=[C:13]2[C:18](=[CH:19][C:20]=1[N+:21]([O-:23])=[O:22])[NH:17][C:16](=[O:24])[N:15]([NH:25][S:26]([CH3:29])(=[O:28])=[O:27])[C:14]2=[O:30])(C)(C)C.FC(F)(F)C(O)=O, predict the reaction product. The product is: [NH2:7][CH2:8][CH2:9][NH:10][C:11]1[CH:12]=[C:13]2[C:18](=[CH:19][C:20]=1[N+:21]([O-:23])=[O:22])[NH:17][C:16](=[O:24])[N:15]([NH:25][S:26]([CH3:29])(=[O:28])=[O:27])[C:14]2=[O:30]. (2) Given the reactants [NH2:1][C:2]1[C:7]([CH3:8])=[CH:6][C:5]([Br:9])=[CH:4][N:3]=1.[CH3:10][C:11](=O)[CH2:12][CH2:13][C:14](=O)[CH3:15], predict the reaction product. The product is: [Br:9][C:5]1[CH:6]=[C:7]([CH3:8])[C:2]([N:1]2[C:14]([CH3:15])=[CH:13][CH:12]=[C:11]2[CH3:10])=[N:3][CH:4]=1. (3) Given the reactants [C:1]([C:3]1[CH:7]=[C:6]([CH3:8])[N:5]([C:9]2[C:14]([CH3:15])=[CH:13][C:12]([CH3:16])=[CH:11][C:10]=2[CH3:17])[C:4]=1[NH:18][C:19](=O)[CH3:20])#[N:2].P(=O)(O)(O)[OH:23], predict the reaction product. The product is: [CH3:20][C:19]1[NH:2][C:1](=[O:23])[C:3]2[CH:7]=[C:6]([CH3:8])[N:5]([C:9]3[C:14]([CH3:15])=[CH:13][C:12]([CH3:16])=[CH:11][C:10]=3[CH3:17])[C:4]=2[N:18]=1. (4) Given the reactants [F:1][C:2]1[CH:7]=[CH:6][C:5]([CH:8]([C:13]2[CH:18]=[CH:17][C:16]([F:19])=[CH:15][CH:14]=2)[CH2:9][CH2:10][CH2:11]Cl)=[CH:4][CH:3]=1.[CH3:20][CH:21]([CH3:37])[C:22]([NH:24][C:25]1[CH:30]=[CH:29][CH:28]=[C:27]([CH:31]2[CH2:36][CH2:35][NH:34][CH2:33][CH2:32]2)[CH:26]=1)=[O:23].C(N(C(C)C)CC)(C)C.N, predict the reaction product. The product is: [F:1][C:2]1[CH:7]=[CH:6][C:5]([CH:8]([C:13]2[CH:18]=[CH:17][C:16]([F:19])=[CH:15][CH:14]=2)[CH2:9][CH2:10][CH2:11][N:34]2[CH2:35][CH2:36][CH:31]([C:27]3[CH:26]=[C:25]([NH:24][C:22](=[O:23])[CH:21]([CH3:20])[CH3:37])[CH:30]=[CH:29][CH:28]=3)[CH2:32][CH2:33]2)=[CH:4][CH:3]=1.